This data is from Forward reaction prediction with 1.9M reactions from USPTO patents (1976-2016). The task is: Predict the product of the given reaction. (1) Given the reactants [C:1]([O:5][C:6]([N:8]1[CH2:13][CH2:12][C:11](=O)[CH2:10][CH2:9]1)=[O:7])([CH3:4])([CH3:3])[CH3:2].[F:15][C:16]([F:26])([F:25])[O:17][C:18]1[CH:24]=[CH:23][C:21]([NH2:22])=[CH:20][CH:19]=1, predict the reaction product. The product is: [C:1]([O:5][C:6]([N:8]1[CH2:13][CH2:12][CH:11]([NH:22][C:21]2[CH:23]=[CH:24][C:18]([O:17][C:16]([F:15])([F:25])[F:26])=[CH:19][CH:20]=2)[CH2:10][CH2:9]1)=[O:7])([CH3:4])([CH3:3])[CH3:2]. (2) Given the reactants [C:1]([C:3]1[CH:4]=[C:5]([C@H:10]2[CH2:14][C@@H:13]([OH:15])[CH2:12][N:11]2[C:16]([O:18][C:19]([CH3:22])([CH3:21])[CH3:20])=[O:17])[CH:6]=[C:7]([F:9])[CH:8]=1)#[N:2].ClN1C(=O)N(Cl)C(=O)N(Cl)C1=O.CC1(C)N([O])C(C)(C)CCC1.C([O-])(O)=O.[Na+], predict the reaction product. The product is: [C:1]([C:3]1[CH:4]=[C:5]([C@H:10]2[CH2:14][C:13](=[O:15])[CH2:12][N:11]2[C:16]([O:18][C:19]([CH3:22])([CH3:21])[CH3:20])=[O:17])[CH:6]=[C:7]([F:9])[CH:8]=1)#[N:2]. (3) Given the reactants [C:1]([O:5][C:6]([NH:8][CH2:9][C:10]1[CH:15]=[CH:14][C:13]([NH:16][C:17](=[O:27])[CH2:18][CH2:19][CH2:20][CH2:21][CH2:22][CH2:23][C:24]([OH:26])=[O:25])=[CH:12][CH:11]=1)=[O:7])([CH3:4])([CH3:3])[CH3:2].Cl.[CH2:29](ON)[C:30]1[CH:35]=[CH:34][CH:33]=[CH:32][CH:31]=1.C([N:41](C(C)C)CC)(C)C.F[P-](F)(F)(F)(F)F.Br[P+](N1CCCC1)(N1CCCC1)N1CCCC1, predict the reaction product. The product is: [CH2:29]([NH:41][O:25][C:24](=[O:26])[CH2:23][CH2:22][CH2:21][CH2:20][CH2:19][CH2:18][C:17]([NH:16][C:13]1[CH:12]=[CH:11][C:10]([CH2:9][NH:8][C:6](=[O:7])[O:5][C:1]([CH3:4])([CH3:2])[CH3:3])=[CH:15][CH:14]=1)=[O:27])[C:30]1[CH:35]=[CH:34][CH:33]=[CH:32][CH:31]=1.